Predict the reactants needed to synthesize the given product. From a dataset of Full USPTO retrosynthesis dataset with 1.9M reactions from patents (1976-2016). (1) The reactants are: Cl.[NH2:2][C:3]1[CH:30]=[CH:29][C:6]2[NH:7][C:8]([C:13]3[C:14](=[O:28])[C:15]([CH3:27])([CH2:24][CH2:25][CH3:26])[C:16]4[C:21]([C:22]=3[OH:23])=[CH:20][CH:19]=[CH:18][CH:17]=4)=[N:9][S:10](=[O:12])(=[O:11])[C:5]=2[CH:4]=1.[S:31](Cl)([CH3:34])(=[O:33])=[O:32].N1C=CC=CC=1. Given the product [OH:23][C:22]1[C:21]2[C:16](=[CH:17][CH:18]=[CH:19][CH:20]=2)[C:15]([CH3:27])([CH2:24][CH2:25][CH3:26])[C:14](=[O:28])[C:13]=1[C:8]1[NH:7][C:6]2[CH:29]=[CH:30][C:3]([NH:2][S:31]([CH3:34])(=[O:33])=[O:32])=[CH:4][C:5]=2[S:10](=[O:12])(=[O:11])[N:9]=1, predict the reactants needed to synthesize it. (2) Given the product [F:13][C:14]1[CH:15]=[C:16]([C:44]2[CH:49]=[CH:48][CH:47]=[CH:46][C:45]=2[C:50]2[NH:3][C:4](=[O:7])[O:5][N:51]=2)[CH:17]=[CH:18][C:19]=1[CH2:20][C:21]1[C:22](=[O:43])[N:23]([C@H:33]2[CH2:36][C@@H:35]([O:37][CH2:38][C:39]([OH:42])([CH3:40])[CH3:41])[CH2:34]2)[C:24]2[N:25]([N:30]=[CH:31][N:32]=2)[C:26]=1[CH2:27][CH2:28][CH3:29], predict the reactants needed to synthesize it. The reactants are: [Cl-].O[NH3+:3].[C:4](=[O:7])([O-])[OH:5].[Na+].CS(C)=O.[F:13][C:14]1[CH:15]=[C:16]([C:44]2[C:45]([C:50]#[N:51])=[CH:46][CH:47]=[CH:48][CH:49]=2)[CH:17]=[CH:18][C:19]=1[CH2:20][C:21]1[C:22](=[O:43])[N:23]([C@H:33]2[CH2:36][C@@H:35]([O:37][CH2:38][C:39]([OH:42])([CH3:41])[CH3:40])[CH2:34]2)[C:24]2[N:25]([N:30]=[CH:31][N:32]=2)[C:26]=1[CH2:27][CH2:28][CH3:29]. (3) Given the product [Cl:1][C:2]1[CH:3]=[CH:4][C:5]([C:8]2([C:14]#[N:15])[CH2:9][C:10](=[O:12])[CH2:11]2)=[CH:6][CH:7]=1, predict the reactants needed to synthesize it. The reactants are: [Cl:1][C:2]1[CH:7]=[CH:6][C:5]([C:8]2([C:14]#[N:15])[CH2:11][C:10]([O:12]C)=[CH:9]2)=[CH:4][CH:3]=1.C1(C)C=CC(S(O)(=O)=O)=CC=1.Cl.[OH-].[Na+]. (4) Given the product [CH3:20][O:21][CH2:22][C:23]1[CH:28]=[CH:27][CH:26]=[CH:25][C:24]=1[C:16]1[CH:15]=[CH:14][C:13]([O:12][CH2:11][C:8]2[S:9][CH:10]=[C:6]([C:4]([OH:3])=[O:5])[N:7]=2)=[CH:18][CH:17]=1, predict the reactants needed to synthesize it. The reactants are: C([O:3][C:4]([C:6]1[N:7]=[C:8]([CH2:11][O:12][C:13]2[CH:18]=[CH:17][C:16](I)=[CH:15][CH:14]=2)[S:9][CH:10]=1)=[O:5])C.[CH3:20][O:21][CH2:22][C:23]1[CH:28]=[CH:27][CH:26]=[CH:25][C:24]=1B(O)O. (5) Given the product [Br:1][C:2]1[CH:6]=[C:5]([C:7]([CH3:11])([CH3:12])[C:8]#[N:10])[N:4]([CH3:13])[N:3]=1, predict the reactants needed to synthesize it. The reactants are: [Br:1][C:2]1[CH:6]=[C:5]([C:7]([CH3:12])([CH3:11])[C:8]([NH2:10])=O)[N:4]([CH3:13])[N:3]=1.N1C=CC=CC=1.FC(F)(F)C(OC(=O)C(F)(F)F)=O.C(=O)([O-])O.[Na+]. (6) Given the product [CH2:39]([N:41]([CH2:42][CH3:43])[CH2:2][CH2:3][CH2:4][S@:5](=[O:38])([C:32]1[CH:37]=[CH:36][CH:35]=[CH:34][CH:33]=1)=[N:6][C:7](=[O:31])[C:8]1[CH:13]=[C:12]([C:14]#[C:15][C:16]2[CH:21]=[CH:20][CH:19]=[C:18]([NH:22][C:23]([C:25]3[O:26][CH:27]=[CH:28][C:29]=3[CH3:30])=[O:24])[CH:17]=2)[CH:11]=[N:10][CH:9]=1)[CH3:40], predict the reactants needed to synthesize it. The reactants are: Br[CH2:2][CH2:3][CH2:4][S:5](=[O:38])([C:32]1[CH:37]=[CH:36][CH:35]=[CH:34][CH:33]=1)=[N:6][C:7](=[O:31])[C:8]1[CH:13]=[C:12]([C:14]#[C:15][C:16]2[CH:21]=[CH:20][CH:19]=[C:18]([NH:22][C:23]([C:25]3[O:26][CH:27]=[CH:28][C:29]=3[CH3:30])=[O:24])[CH:17]=2)[CH:11]=[N:10][CH:9]=1.[CH2:39]([NH:41][CH2:42][CH3:43])[CH3:40]. (7) The reactants are: [Br:1][C:2]1[C:3]([C:9]([CH3:12])([CH3:11])[CH3:10])=[N:4][N:5]([CH2:7]O)[CH:6]=1.S(Cl)([Cl:15])=O. Given the product [ClH:15].[Br:1][C:2]1[C:3]([C:9]([CH3:12])([CH3:11])[CH3:10])=[N:4][N:5]([CH2:7][Cl:15])[CH:6]=1, predict the reactants needed to synthesize it.